This data is from Merck oncology drug combination screen with 23,052 pairs across 39 cell lines. The task is: Regression. Given two drug SMILES strings and cell line genomic features, predict the synergy score measuring deviation from expected non-interaction effect. (1) Drug 1: CC1CC2C3CCC4=CC(=O)C=CC4(C)C3(F)C(O)CC2(C)C1(O)C(=O)CO. Synergy scores: synergy=6.13. Cell line: A427. Drug 2: CC(C)CC(NC(=O)C(Cc1ccccc1)NC(=O)c1cnccn1)B(O)O. (2) Drug 1: Nc1ccn(C2OC(CO)C(O)C2(F)F)c(=O)n1. Drug 2: Cc1nc(Nc2ncc(C(=O)Nc3c(C)cccc3Cl)s2)cc(N2CCN(CCO)CC2)n1. Cell line: A427. Synergy scores: synergy=24.8. (3) Drug 1: C=CCn1c(=O)c2cnc(Nc3ccc(N4CCN(C)CC4)cc3)nc2n1-c1cccc(C(C)(C)O)n1. Drug 2: O=C(O)C1(Cc2cccc(Nc3nccs3)n2)CCC(Oc2cccc(Cl)c2F)CC1. Cell line: UWB1289. Synergy scores: synergy=65.6. (4) Drug 1: O=S1(=O)NC2(CN1CC(F)(F)F)C1CCC2Cc2cc(C=CCN3CCC(C(F)(F)F)CC3)ccc2C1. Drug 2: O=C(NOCC(O)CO)c1ccc(F)c(F)c1Nc1ccc(I)cc1F. Cell line: A2780. Synergy scores: synergy=15.6. (5) Drug 1: O=S1(=O)NC2(CN1CC(F)(F)F)C1CCC2Cc2cc(C=CCN3CCC(C(F)(F)F)CC3)ccc2C1. Drug 2: CCC1(O)C(=O)OCc2c1cc1n(c2=O)Cc2cc3c(CN(C)C)c(O)ccc3nc2-1. Cell line: ZR751. Synergy scores: synergy=5.38.